This data is from TCR-epitope binding with 47,182 pairs between 192 epitopes and 23,139 TCRs. The task is: Binary Classification. Given a T-cell receptor sequence (or CDR3 region) and an epitope sequence, predict whether binding occurs between them. (1) The epitope is MMISAGFSL. The TCR CDR3 sequence is CASSLGGGVAGKNIQYF. Result: 0 (the TCR does not bind to the epitope). (2) The epitope is VVYRGTTTY. The TCR CDR3 sequence is CASSYSEPRGAGELFF. Result: 1 (the TCR binds to the epitope). (3) The epitope is LLQTGIHVRVSQPSL. The TCR CDR3 sequence is CASSLRQGLNEQFF. Result: 1 (the TCR binds to the epitope). (4) The epitope is EIYKRWII. The TCR CDR3 sequence is CASSLAPYSNYEQYF. Result: 1 (the TCR binds to the epitope). (5) The epitope is RILGAGCFV. The TCR CDR3 sequence is CASSPAPDDGHGYTF. Result: 0 (the TCR does not bind to the epitope). (6) The epitope is SEVGPEHSLAEY. The TCR CDR3 sequence is CATLISQGSRAGELFF. Result: 0 (the TCR does not bind to the epitope).